The task is: Predict the reactants needed to synthesize the given product.. This data is from Full USPTO retrosynthesis dataset with 1.9M reactions from patents (1976-2016). (1) Given the product [CH2:14]([O:13][P:11]([CH2:10][CH2:9][C:8]([O:7][CH2:6][O:5][C:1]([Cl:24])=[O:20])=[O:19])([O:16][CH2:17][CH3:18])=[O:12])[CH3:15], predict the reactants needed to synthesize it. The reactants are: [C:1](=[O:20])([O:5][CH2:6][O:7][C:8](=[O:19])[CH2:9][CH2:10][P:11]([O:16][CH2:17][CH3:18])([O:13][CH2:14][CH3:15])=[O:12])SCC.S(Cl)([Cl:24])(=O)=O. (2) Given the product [Cl:33][C:27]1[CH:28]=[C:29]([Cl:32])[CH:30]=[CH:31][C:26]=1[O:25][CH2:24][CH2:23][NH:22][C:19]1[CH:20]=[CH:21][C:16]([O:15][C:6]2[C:5]3[C:10](=[CH:11][C:12]([O:13][CH3:14])=[C:3]([O:2][CH3:1])[CH:4]=3)[N:9]=[CH:8][CH:7]=2)=[CH:17][CH:18]=1, predict the reactants needed to synthesize it. The reactants are: [CH3:1][O:2][C:3]1[CH:4]=[C:5]2[C:10](=[CH:11][C:12]=1[O:13][CH3:14])[N:9]=[CH:8][CH:7]=[C:6]2[O:15][C:16]1[CH:21]=[CH:20][C:19]([NH:22][C:23](=O)[CH2:24][O:25][C:26]2[CH:31]=[CH:30][C:29]([Cl:32])=[CH:28][C:27]=2[Cl:33])=[CH:18][CH:17]=1.Cl.[OH-].[Na+]. (3) Given the product [Br:16][C:13]1[CH:14]=[CH:15][C:10]([C:3]2[CH:4]=[CH:5][C:6]([C:8]#[N:9])=[CH:7][C:2]=2[N:1]=[C:19]=[O:20])=[CH:11][C:12]=1[O:17][CH3:18], predict the reactants needed to synthesize it. The reactants are: [NH2:1][C:2]1[CH:7]=[C:6]([C:8]#[N:9])[CH:5]=[CH:4][C:3]=1[C:10]1[CH:15]=[CH:14][C:13]([Br:16])=[C:12]([O:17][CH3:18])[CH:11]=1.[C:19](Cl)(Cl)=[O:20]. (4) Given the product [CH3:1][C:2]1[CH:7]=[CH:6][C:5]([NH:8][C:9](=[O:20])[C:10]2[CH:15]=[CH:14][CH:13]=[C:12]([C:16]([F:19])([F:18])[F:17])[CH:11]=2)=[CH:4][C:3]=1[NH:21][C:22]([C:24]1[S:28][C:27]([NH:29][C:30]2[CH:35]=[C:34]([N:41]3[CH2:42][CH2:43][N:38]([CH2:44][CH2:45][OH:46])[CH2:39][CH2:40]3)[N:33]=[C:32]([CH3:37])[N:31]=2)=[N:26][CH:25]=1)=[O:23].[C:49]([OH:54])([C:16]([F:19])([F:18])[F:17])=[O:46], predict the reactants needed to synthesize it. The reactants are: [CH3:1][C:2]1[CH:7]=[CH:6][C:5]([NH:8][C:9](=[O:20])[C:10]2[CH:15]=[CH:14][CH:13]=[C:12]([C:16]([F:19])([F:18])[F:17])[CH:11]=2)=[CH:4][C:3]=1[NH:21][C:22]([C:24]1[S:28][C:27]([NH:29][C:30]2[CH:35]=[C:34](Cl)[N:33]=[C:32]([CH3:37])[N:31]=2)=[N:26][CH:25]=1)=[O:23].[N:38]1([CH2:44][CH2:45][OH:46])[CH2:43][CH2:42][NH:41][CH2:40][CH2:39]1.CN1CCN(C)[C:49]1=[O:54]. (5) Given the product [F:27][C:11]1[CH:12]=[C:13]([C:16]2[O:17][C:18]3[C:24]([CH:25]=[CH2:26])=[CH:23][C:22]([OH:31])=[CH:21][C:19]=3[N:20]=2)[CH:14]=[CH:15][C:10]=1[OH:9], predict the reactants needed to synthesize it. The reactants are: F.[Si]([O:9][C:10]1[CH:15]=[CH:14][C:13]([C:16]2[O:17][C:18]3[C:24]([CH:25]=[CH2:26])=[CH:23][CH:22]=[CH:21][C:19]=3[N:20]=2)=[CH:12][C:11]=1[F:27])(C(C)(C)C)(C)C.C1C[O:31]CC1.C(#N)C. (6) Given the product [Li+:31].[CH2:1]([N:8]([C:15]1[CH:20]=[CH:19][C:18]([F:21])=[C:17]([Cl:22])[CH:16]=1)[C@H:9]([C:11]([O-:13])=[O:12])[CH3:10])[C:2]1[CH:3]=[CH:4][CH:5]=[CH:6][CH:7]=1, predict the reactants needed to synthesize it. The reactants are: [CH2:1]([N:8]([C:15]1[CH:20]=[CH:19][C:18]([F:21])=[C:17]([Cl:22])[CH:16]=1)[C@H:9]([C:11]([O:13]C)=[O:12])[CH3:10])[C:2]1[CH:7]=[CH:6][CH:5]=[CH:4][CH:3]=1.C1COCC1.CO.O[Li:31].O. (7) Given the product [C:17]([O:20][C:21](=[O:22])[NH:1][C@H:2]1[CH2:7][C@H:6]([OH:8])[CH2:5][C:4]([CH3:10])([CH3:9])[CH2:3]1)([CH3:19])([CH3:18])[CH3:16], predict the reactants needed to synthesize it. The reactants are: [NH2:1][CH:2]1[CH2:7][CH:6]([OH:8])[CH2:5][C:4]([CH3:10])([CH3:9])[CH2:3]1.C([O-])(O)=O.[Na+].[CH3:16][C:17]([O:20][C:21](O[C:21]([O:20][C:17]([CH3:19])([CH3:18])[CH3:16])=[O:22])=[O:22])([CH3:19])[CH3:18].[Na+].[Cl-]. (8) Given the product [CH2:26]([O:25][C:23]([C:22]([C:21](=[O:28])[CH2:20][CH2:19][C:16]1[CH:15]=[CH:14][C:13]([F:12])=[CH:18][CH:17]=1)=[CH:8][C:7]1[CH:10]=[CH:11][C:4]([C:1]([OH:3])=[O:2])=[CH:5][CH:6]=1)=[O:24])[CH3:27], predict the reactants needed to synthesize it. The reactants are: [C:1]([C:4]1[CH:11]=[CH:10][C:7]([CH:8]=O)=[CH:6][CH:5]=1)([OH:3])=[O:2].[F:12][C:13]1[CH:18]=[CH:17][C:16]([CH2:19][CH2:20][C:21](=[O:28])[CH2:22][C:23]([O:25][CH2:26][CH3:27])=[O:24])=[CH:15][CH:14]=1.N1CCCCC1. (9) Given the product [Br:9][C:10]1[CH:15]=[C:14]([CH2:16][N:2]2[CH2:3][CH2:4][CH2:5][CH2:6][S:1]2(=[O:8])=[O:7])[CH:13]=[N:12][CH:11]=1, predict the reactants needed to synthesize it. The reactants are: [S:1]1(=[O:8])(=[O:7])[CH2:6][CH2:5][CH2:4][CH2:3][NH:2]1.[Br:9][C:10]1[CH:11]=[N:12][CH:13]=[C:14]([CH2:16]Cl)[CH:15]=1.[H-].[Na+].